From a dataset of Full USPTO retrosynthesis dataset with 1.9M reactions from patents (1976-2016). Predict the reactants needed to synthesize the given product. Given the product [C:2](=[O:3])([O:4][C:5]1[CH:6]=[CH:7][C:8]([N+:11]([O-:13])=[O:12])=[CH:9][CH:10]=1)[O:35][CH2:34][CH2:33][O:32][P:22]([O:21][CH2:14][C:15]1[CH:20]=[CH:19][CH:18]=[CH:17][CH:16]=1)([O:24][CH2:25][C:26]1[CH:31]=[CH:30][CH:29]=[CH:28][CH:27]=1)=[O:23], predict the reactants needed to synthesize it. The reactants are: Cl[C:2]([O:4][C:5]1[CH:10]=[CH:9][C:8]([N+:11]([O-:13])=[O:12])=[CH:7][CH:6]=1)=[O:3].[CH2:14]([O:21][P:22]([O:32][CH2:33][CH2:34][OH:35])([O:24][CH2:25][C:26]1[CH:31]=[CH:30][CH:29]=[CH:28][CH:27]=1)=[O:23])[C:15]1[CH:20]=[CH:19][CH:18]=[CH:17][CH:16]=1.C(N(CC)CC)C.